This data is from CYP3A4 inhibition data for predicting drug metabolism from PubChem BioAssay. The task is: Regression/Classification. Given a drug SMILES string, predict its absorption, distribution, metabolism, or excretion properties. Task type varies by dataset: regression for continuous measurements (e.g., permeability, clearance, half-life) or binary classification for categorical outcomes (e.g., BBB penetration, CYP inhibition). Dataset: cyp3a4_veith. (1) The molecule is CN(C)CC[C@@H](c1ccccc1)c1ccccn1. The result is 0 (non-inhibitor). (2) The molecule is Cc1ccc(-c2ccc(=O)n(CC(=O)NCCN(C)C)n2)cc1. The result is 0 (non-inhibitor).